This data is from Peptide-MHC class II binding affinity with 134,281 pairs from IEDB. The task is: Regression. Given a peptide amino acid sequence and an MHC pseudo amino acid sequence, predict their binding affinity value. This is MHC class II binding data. (1) The peptide sequence is DEHIILYLVNFDKDR. The MHC is HLA-DPA10201-DPB10501 with pseudo-sequence HLA-DPA10201-DPB10501. The binding affinity (normalized) is 0.597. (2) The peptide sequence is QAAVVRFQEAANKQK. The MHC is DRB1_0405 with pseudo-sequence DRB1_0405. The binding affinity (normalized) is 0.593. (3) The peptide sequence is TATSASAGWDTVLQS. The MHC is DRB1_0301 with pseudo-sequence DRB1_0301. The binding affinity (normalized) is 0.161.